Dataset: Forward reaction prediction with 1.9M reactions from USPTO patents (1976-2016). Task: Predict the product of the given reaction. Given the reactants [CH3:1][C:2]1[CH:3]=[C:4]([C:9]2[C:10]([C:15]([OH:17])=O)=[CH:11][CH:12]=[CH:13][CH:14]=2)[CH:5]=[CH:6][C:7]=1[CH3:8].[Br:18][C:19]1[CH:20]=[N:21][C:22]([NH:25][C@@H:26]2[CH2:31][CH2:30][CH2:29][NH:28][CH2:27]2)=[N:23][CH:24]=1, predict the reaction product. The product is: [Br:18][C:19]1[CH:20]=[N:21][C:22]([NH:25][C@@H:26]2[CH2:31][CH2:30][CH2:29][N:28]([C:15]([C:10]3[CH:11]=[CH:12][CH:13]=[CH:14][C:9]=3[C:4]3[CH:5]=[CH:6][C:7]([CH3:8])=[C:2]([CH3:1])[CH:3]=3)=[O:17])[CH2:27]2)=[N:23][CH:24]=1.